Dataset: Catalyst prediction with 721,799 reactions and 888 catalyst types from USPTO. Task: Predict which catalyst facilitates the given reaction. (1) Reactant: [OH:1][C:2]1[CH:3]=[C:4]2[C:8](=[CH:9][CH:10]=1)[N:7]([C:11]([NH:13][C:14]1[CH:19]=[CH:18][CH:17]=[C:16]([C:20]([F:23])([F:22])[F:21])[CH:15]=1)=[O:12])[CH:6]=[CH:5]2.OC1C=C2C(=CC=1)N(C(NC1C=CC=C(C(F)(F)F)C=1)=O)CC2.[OH-].[Na+].[Cl:49][C:50]1[N:55]=[C:54](Cl)[CH:53]=[CH:52][N:51]=1. Product: [Cl:49][C:50]1[N:55]=[C:54]([O:1][C:2]2[CH:3]=[C:4]3[C:8](=[CH:9][CH:10]=2)[N:7]([C:11]([NH:13][C:14]2[CH:19]=[CH:18][CH:17]=[C:16]([C:20]([F:23])([F:21])[F:22])[CH:15]=2)=[O:12])[CH:6]=[CH:5]3)[CH:53]=[CH:52][N:51]=1. The catalyst class is: 95. (2) Reactant: [CH2:1]([O:6][C:7](=[O:24])[C:8]1[C:13]([O:14][CH2:15][CH2:16][CH2:17][CH:18]=[CH2:19])=[CH:12][C:11]([O:20][CH3:21])=[CH:10][C:9]=1[O:22][CH3:23])[CH2:2][CH2:3]C=C. Product: [CH3:23][O:22][C:9]1[C:8]2[C:7](=[O:24])[O:6][CH2:1][CH2:2][CH2:3][CH:19]=[CH:18][CH2:17][CH2:16][CH2:15][O:14][C:13]=2[CH:12]=[C:11]([O:20][CH3:21])[CH:10]=1. The catalyst class is: 4. (3) Reactant: O=[CH:2][CH2:3][C:4]1[CH:13]=[CH:12][CH:11]=[C:10]2[C:5]=1[CH:6]=[CH:7][C:8]1[N:9]2[N:14]=[N:15][C:16]=1[C:17]([O:19][CH3:20])=[O:18].[CH3:21][C:22]1[CH:31]=[CH:30][C:29]2[C:24](=[CH:25][CH:26]=[CH:27][C:28]=2[CH:32]2[CH2:37][CH2:36][NH:35][CH2:34][CH2:33]2)[N:23]=1.C(O[BH-](OC(=O)C)OC(=O)C)(=O)C.[Na+]. Product: [CH3:21][C:22]1[CH:31]=[CH:30][C:29]2[C:24](=[CH:25][CH:26]=[CH:27][C:28]=2[CH:32]2[CH2:37][CH2:36][N:35]([CH2:2][CH2:3][C:4]3[CH:13]=[CH:12][CH:11]=[C:10]4[C:5]=3[CH:6]=[CH:7][C:8]3[N:9]4[N:14]=[N:15][C:16]=3[C:17]([O:19][CH3:20])=[O:18])[CH2:34][CH2:33]2)[N:23]=1. The catalyst class is: 26. (4) Reactant: [CH:1]1([CH2:4][C:5]#[N:6])[CH2:3][CH2:2]1.[C:7](=O)([O:11]CC)[O:8][CH2:9][CH3:10].CC(C)([O-])C.[K+].Cl. Product: [C:5]([CH:4]([CH:1]1[CH2:3][CH2:2]1)[C:7]([O:8][CH2:9][CH3:10])=[O:11])#[N:6]. The catalyst class is: 9. (5) Reactant: Cl.C([O:9][C:10]1[CH:19]=[C:18]2[C:13]([CH:14]=[CH:15][C:16](=[O:20])[NH:17]2)=[C:12]([CH:21]([OH:39])[CH2:22][NH:23][C:24]([CH3:38])([CH3:37])[CH2:25][CH2:26][N:27]2[C:31]3[CH:32]=[CH:33][CH:34]=[CH:35][C:30]=3[NH:29][C:28]2=[O:36])[CH:11]=1)C1C=CC=CC=1.Cl. Product: [CH3:38][C:24]([NH:23][CH2:22][CH:21]([C:12]1[CH:11]=[C:10]([OH:9])[CH:19]=[C:18]2[C:13]=1[CH:14]=[CH:15][C:16](=[O:20])[NH:17]2)[OH:39])([CH3:37])[CH2:25][CH2:26][N:27]1[C:31]2[CH:32]=[CH:33][CH:34]=[CH:35][C:30]=2[NH:29][C:28]1=[O:36]. The catalyst class is: 19. (6) Reactant: [F:1][C:2]1[C:7]([O:8][CH2:9][CH2:10][OH:11])=[CH:6][C:5]([O:12][CH3:13])=[CH:4][C:3]=1[CH:14]([NH:27][C:28]1[CH:35]=[CH:34][C:31]([C:32]#[N:33])=[CH:30][CH:29]=1)[C:15]1[NH:19][C:18](=[O:20])[N:17]([C:21]2[N:26]=[CH:25][CH:24]=[CH:23][N:22]=2)[N:16]=1.C([Cl:39])(=O)C.[Cl-].[NH4+].C([N:44](CC)CC)C.Cl. Product: [ClH:39].[F:1][C:2]1[C:7]([O:8][CH2:9][CH2:10][OH:11])=[CH:6][C:5]([O:12][CH3:13])=[CH:4][C:3]=1[CH:14]([NH:27][C:28]1[CH:29]=[CH:30][C:31]([C:32]([NH2:44])=[NH:33])=[CH:34][CH:35]=1)[C:15]1[NH:19][C:18](=[O:20])[N:17]([C:21]2[N:22]=[CH:23][CH:24]=[CH:25][N:26]=2)[N:16]=1. The catalyst class is: 5. (7) Reactant: [C:1](OC(=O)C)(=[O:3])[CH3:2].[C:8]1([C:14]2([CH2:24][NH:25][CH2:26][C:27]3[CH:32]=[C:31]([C:33]([F:36])([F:35])[F:34])[CH:30]=[C:29]([C:37]([F:40])([F:39])[F:38])[CH:28]=3)[CH2:23][CH2:22][C:17]3([O:21][CH2:20][CH2:19][O:18]3)[CH2:16][CH2:15]2)[CH:13]=[CH:12][CH:11]=[CH:10][CH:9]=1. Product: [C:8]1([C:14]2([CH2:24][N:25]([CH2:26][C:27]3[CH:32]=[C:31]([C:33]([F:34])([F:35])[F:36])[CH:30]=[C:29]([C:37]([F:39])([F:40])[F:38])[CH:28]=3)[C:1](=[O:3])[CH3:2])[CH2:23][CH2:22][C:17]3([O:21][CH2:20][CH2:19][O:18]3)[CH2:16][CH2:15]2)[CH:9]=[CH:10][CH:11]=[CH:12][CH:13]=1. The catalyst class is: 17. (8) Reactant: [CH3:1][CH2:2][O:3][C:4]([CH:6]1[CH2:10][CH2:9][CH:8]([CH2:11][N:12]([CH2:17][C:18]([O:20]C(C)(C)C)=[O:19])[C:13]([O:15][CH3:16])=[O:14])[N:7]1C(OC(C)(C)C)=O)=[O:5].Cl. Product: [CH2:2]([O:3][C:4]([CH:6]1[CH2:10][CH2:9][CH:8]([CH2:11][N:12]([CH2:17][C:18]([OH:20])=[O:19])[C:13]([O:15][CH3:16])=[O:14])[NH:7]1)=[O:5])[CH3:1]. The catalyst class is: 12. (9) The catalyst class is: 88. Product: [CH3:4][C:2]([O:5][C:6]([N:8]1[CH2:13][CH2:12][CH:11]([NH:14][C:15]2[C:20]([C:21]([OH:23])=[O:22])=[CH:19][N:18]=[C:17]3[N:26]([CH2:29][CH3:30])[N:27]=[CH:28][C:16]=23)[CH2:10][CH2:9]1)=[O:7])([CH3:1])[CH3:3]. Reactant: [CH3:1][C:2]([O:5][C:6]([N:8]1[CH2:13][CH2:12][CH:11]([NH:14][C:15]2[C:20]([C:21]([O:23]CC)=[O:22])=[CH:19][N:18]=[C:17]3[N:26]([CH2:29][CH3:30])[N:27]=[CH:28][C:16]=23)[CH2:10][CH2:9]1)=[O:7])([CH3:4])[CH3:3].[OH-].[Na+].